From a dataset of Catalyst prediction with 721,799 reactions and 888 catalyst types from USPTO. Predict which catalyst facilitates the given reaction. Reactant: OC(C(F)(F)F)=O.[NH:8]1[CH2:13][CH2:12][CH:11]([N:14]2[C:22]3[C:17](=[CH:18][CH:19]=[CH:20][CH:21]=3)[CH:16]=[N:15]2)[CH2:10][CH2:9]1.C([O-])([O-])=O.[K+].[K+].Br[CH2:30][CH2:31][O:32][CH2:33][CH2:34][O:35][CH2:36][CH3:37]. Product: [CH2:31]([O:32][CH2:33][CH2:34][O:35][CH2:36][CH2:37][N:8]1[CH2:9][CH2:10][CH:11]([N:14]2[C:22]3[C:17](=[CH:18][CH:19]=[CH:20][CH:21]=3)[CH:16]=[N:15]2)[CH2:12][CH2:13]1)[CH3:30]. The catalyst class is: 3.